From a dataset of CYP2D6 inhibition data for predicting drug metabolism from PubChem BioAssay. Regression/Classification. Given a drug SMILES string, predict its absorption, distribution, metabolism, or excretion properties. Task type varies by dataset: regression for continuous measurements (e.g., permeability, clearance, half-life) or binary classification for categorical outcomes (e.g., BBB penetration, CYP inhibition). Dataset: cyp2d6_veith. (1) The molecule is Nc1ncncc1-c1ccc([N+](=O)[O-])cc1. The result is 0 (non-inhibitor). (2) The result is 0 (non-inhibitor). The drug is COc1ccc(CCNc2cc(N3CCN(C(=O)c4ccccc4F)CC3)ccc2[N+](=O)[O-])cc1OC.